From a dataset of Reaction yield outcomes from USPTO patents with 853,638 reactions. Predict the reaction yield, written as a fraction of the theoretical maximum amount of product (1.0 means a 100% yield; for example, 0.34 means a 34% yield). The reactants are [CH3:1][O:2][C:3]1[CH:12]=[C:11]2[C:6]([C:7]([CH3:18])=[CH:8][C:9](=[O:17])[N:10]2[CH2:13][CH2:14][CH:15]=O)=[CH:5][CH:4]=1.[NH2:19][C@H:20]1[CH2:24][N:23]([C:25]2[CH:26]=[CH:27][C:28]3[O:29][CH2:30][C:31](=[O:35])[NH:32][C:33]=3[N:34]=2)[C:22](=[O:36])[CH2:21]1.C(OC(=O)N[C@@H]1CC(=O)NC1)(C)(C)C.C(O[BH-](OC(=O)C)OC(=O)C)(=O)C.[Na+].C(=O)([O-])O.[Na+]. The catalyst is CN(C)C=O. The product is [CH3:1][O:2][C:3]1[CH:12]=[C:11]2[C:6]([C:7]([CH3:18])=[CH:8][C:9](=[O:17])[N:10]2[CH2:13][CH2:14][CH2:15][NH:19][C@H:20]2[CH2:24][N:23]([C:25]3[CH:26]=[CH:27][C:28]4[O:29][CH2:30][C:31](=[O:35])[NH:32][C:33]=4[N:34]=3)[C:22](=[O:36])[CH2:21]2)=[CH:5][CH:4]=1. The yield is 0.0300.